From a dataset of Full USPTO retrosynthesis dataset with 1.9M reactions from patents (1976-2016). Predict the reactants needed to synthesize the given product. (1) Given the product [CH3:13][O:14][C:15]1[CH:20]=[CH:19][C:18]([CH2:21][CH2:22][CH:23]2[C:28]3[C:29]([CH3:33])=[C:30]([CH3:32])[S:31][C:27]=3[CH2:26][CH2:25][N:24]2[CH:2]([C:7]2[CH:12]=[CH:11][CH:10]=[CH:9][CH:8]=2)[C:3]([NH:5][CH3:6])=[O:4])=[CH:17][CH:16]=1, predict the reactants needed to synthesize it. The reactants are: Br[CH:2]([C:7]1[CH:12]=[CH:11][CH:10]=[CH:9][CH:8]=1)[C:3]([NH:5][CH3:6])=[O:4].[CH3:13][O:14][C:15]1[CH:20]=[CH:19][C:18]([CH2:21][CH2:22][CH:23]2[C:28]3[C:29]([CH3:33])=[C:30]([CH3:32])[S:31][C:27]=3[CH2:26][CH2:25][NH:24]2)=[CH:17][CH:16]=1. (2) Given the product [Cl:1][C:2]1[CH:14]=[CH:13][C:5]([CH:6]([C:7]2[CH:8]=[CH:9][N:10]=[CH:11][CH:12]=2)[CH:15]=[CH2:16])=[CH:4][CH:3]=1, predict the reactants needed to synthesize it. The reactants are: [Cl:1][C:2]1[CH:14]=[CH:13][C:5]([CH2:6][C:7]2[CH:12]=[CH:11][N:10]=[CH:9][CH:8]=2)=[CH:4][CH:3]=1.[CH2:15]([Li])[CH2:16]CC.C(Br)C=C. (3) The reactants are: [CH3:1][O:2][C:3]1[CH:8]=[C:7]([C:9]2[N:13]([CH3:14])[C:12](SC)=[N:11][N:10]=2)[CH:6]=[CH:5][N:4]=1.O[O:18][S:19]([O-:21])=O.[K+].S([O-])(O[O-])(=O)=O.[K+].[K+].[CH3:31]O. Given the product [CH3:31][S:19]([C:12]1[N:13]([CH3:14])[C:9]([C:7]2[CH:6]=[CH:5][N:4]=[C:3]([O:2][CH3:1])[CH:8]=2)=[N:10][N:11]=1)(=[O:21])=[O:18], predict the reactants needed to synthesize it. (4) Given the product [NH2:1][C:2]1[N:6]([CH2:7][CH2:8][O:9][C:18]([C:12]2[CH:17]=[CH:16][CH:15]=[CH:14][CH:13]=2)([C:25]2[CH:26]=[CH:27][CH:28]=[CH:29][CH:30]=2)[C:19]2[CH:20]=[CH:21][CH:22]=[CH:23][CH:24]=2)[N:5]=[CH:4][C:3]=1[CH:10]=[O:11], predict the reactants needed to synthesize it. The reactants are: [NH2:1][C:2]1[N:6]([CH2:7][CH2:8][OH:9])[N:5]=[CH:4][C:3]=1[CH:10]=[O:11].[C:12]1([C:18](Cl)([C:25]2[CH:30]=[CH:29][CH:28]=[CH:27][CH:26]=2)[C:19]2[CH:24]=[CH:23][CH:22]=[CH:21][CH:20]=2)[CH:17]=[CH:16][CH:15]=[CH:14][CH:13]=1. (5) Given the product [CH:24]([N:27]([CH:28]([CH3:30])[CH3:29])[C:5](=[O:7])/[C:4](/[CH:1]([CH3:2])[CH3:3])=[CH:8]/[CH:9]=[CH2:10])([CH3:26])[CH3:25], predict the reactants needed to synthesize it. The reactants are: [CH:1](/[C:4](=[CH:8]\[CH:9]=[CH2:10])/[C:5]([OH:7])=O)([CH3:3])[CH3:2].C(Cl)(=O)C(Cl)=O.C(N(CC)CC)C.[CH:24]([NH:27][CH:28]([CH3:30])[CH3:29])([CH3:26])[CH3:25].